From a dataset of Forward reaction prediction with 1.9M reactions from USPTO patents (1976-2016). Predict the product of the given reaction. (1) The product is: [F:20][C:18]1[C:17]([F:21])=[CH:16][C:12]([CH2:13][OH:14])=[C:11]([S:10][C:5]2[CH:6]=[CH:7][CH:8]=[CH:9][C:4]=2[CH2:1][OH:2])[CH:19]=1. Given the reactants [C:1]([C:4]1[CH:9]=[CH:8][CH:7]=[CH:6][C:5]=1[S:10][C:11]1[CH:19]=[C:18]([F:20])[C:17]([F:21])=[CH:16][C:12]=1[C:13](O)=[O:14])(O)=[O:2].S(C1C=CC=CC=1C(OC)=O)C1C=CC=CC=1C(OC)=O, predict the reaction product. (2) Given the reactants [CH3:1][Si:2]([CH3:15])([CH3:14])[CH2:3][CH2:4][O:5][CH2:6][N:7]1[CH:11]=[C:10]([C:12]#[N:13])[N:9]=[CH:8]1.C[Si](C)(C)CCOCN1C(C#N)=CN=C1.[Br:31]N1C(=O)CCC1=O, predict the reaction product. The product is: [Br:31][C:8]1[N:7]([CH2:6][O:5][CH2:4][CH2:3][Si:2]([CH3:15])([CH3:14])[CH3:1])[CH:11]=[C:10]([C:12]#[N:13])[N:9]=1. (3) The product is: [Cl:2][C:3]1[CH:8]=[CH:7][CH:6]=[C:5]([F:9])[C:4]=1[CH2:10][C:11]([NH:13][C:14]1[S:15][CH:16]=[C:17]([CH:19]2[CH2:24][CH2:23][N:22]([C:41](=[O:42])[CH2:40][N:39]3[C:35]([CH3:34])=[CH:36][C:37]([C:44]([F:47])([F:46])[F:45])=[N:38]3)[CH2:21][CH2:20]2)[N:18]=1)=[O:12]. Given the reactants Cl.[Cl:2][C:3]1[CH:8]=[CH:7][CH:6]=[C:5]([F:9])[C:4]=1[CH2:10][C:11]([NH:13][C:14]1[S:15][CH:16]=[C:17]([CH:19]2[CH2:24][CH2:23][NH:22][CH2:21][CH2:20]2)[N:18]=1)=[O:12].C(N(C(C)C)C(C)C)C.[CH3:34][C:35]1[N:39]([CH2:40][C:41](O)=[O:42])[N:38]=[C:37]([C:44]([F:47])([F:46])[F:45])[CH:36]=1.F[P-](F)(F)(F)(F)F.N1(O[P+](N(C)C)(N(C)C)N(C)C)C2C=CC=CC=2N=N1, predict the reaction product. (4) The product is: [NH:1]1[C:5]2[N:6]=[CH:7][CH:8]=[C:9]([C:10]([O:12][C:25]([CH3:28])([CH3:27])[CH3:26])=[O:11])[C:4]=2[CH:3]=[CH:2]1. Given the reactants [NH:1]1[C:5]2[N:6]=[CH:7][CH:8]=[C:9]([C:10]([OH:12])=[O:11])[C:4]=2[CH:3]=[CH:2]1.C(N1C=CN=C1)(N1C=CN=C1)=O.[C:25](O)([CH3:28])([CH3:27])[CH3:26].C1CCN2C(=NCCC2)CC1, predict the reaction product. (5) The product is: [N+:55]([C:58]1[CH:63]=[CH:62][CH:61]=[CH:60][C:59]=1[CH:64]([NH:66][C:13]1[C:12]2[N:11]=[CH:10][N:9]([C:18]=2[N:17]=[CH:16][N:15]=1)[C@@H:1]1[O:8][C@H:5]([CH2:6][OH:7])[C@@H:3]([OH:4])[CH2:2]1)[CH3:65])([O-:57])=[O:56]. Given the reactants [C@@H:1]1([N:9]2[C:18]3[N:17]=[CH:16][N:15]=[C:13](O)[C:12]=3[N:11]=[CH:10]2)[O:8][C@H:5]([CH2:6][OH:7])[C@@H:3]([OH:4])[CH2:2]1.F[P-](F)(F)(F)(F)F.N1(O[P+](N(C)C)(N(C)C)N(C)C)C2C=CC=CC=2N=N1.C(N(CC)C(C)C)(C)C.[N+:55]([C:58]1[CH:63]=[CH:62][CH:61]=[CH:60][C:59]=1[CH:64]([NH2:66])[CH3:65])([O-:57])=[O:56], predict the reaction product. (6) Given the reactants C([O:9][CH:10]([C:20]1[CH:25]=[CH:24][N:23]=[CH:22][CH:21]=1)[C:11]([C:13]1[CH:18]=[CH:17][C:16]([F:19])=[CH:15][CH:14]=1)=O)(=O)C1C=CC=CC=1.[N:26]#[C:27][NH2:28].[OH-].[K+], predict the reaction product. The product is: [NH2:26][C:27]1[O:9][C:10]([C:20]2[CH:21]=[CH:22][N:23]=[CH:24][CH:25]=2)=[C:11]([C:13]2[CH:14]=[CH:15][C:16]([F:19])=[CH:17][CH:18]=2)[N:28]=1. (7) Given the reactants O.CCCCCCC.[C:9]([O:13][C:14]([C@H:16]([CH2:26][CH:27]=[CH2:28])[CH2:17][C:18]1([C:23]([O-:25])=[O:24])[CH2:22][CH2:21][CH2:20][CH2:19]1)=[O:15])([CH3:12])([CH3:11])[CH3:10].O[C@@H](C1C=CC=CC=1)[C@@H]([NH2+]C)C.Cl, predict the reaction product. The product is: [C:9]([O:13][C:14]([C@H:16]([CH2:26][CH:27]=[CH2:28])[CH2:17][C:18]1([C:23]([OH:25])=[O:24])[CH2:22][CH2:21][CH2:20][CH2:19]1)=[O:15])([CH3:12])([CH3:11])[CH3:10]. (8) Given the reactants [C:1]([O:5][C:6]([N:8]1[CH2:13][CH2:12][C:11](=[CH:14][C:15]([OH:17])=O)[CH2:10][CH2:9]1)=[O:7])([CH3:4])([CH3:3])[CH3:2].ClC(OCC(C)C)=O.CN1[C@@H]2CC3C=CC(OC)=C4O[C@H]5[C@@H](O)C=C[C@@H]2[C@]5(C=34)CC1.[NH2:48][C:49]1[CH:50]=[C:51]2[C:56](=[CH:57][C:58]=1[O:59][CH:60]1[CH2:64][CH2:63][O:62][CH2:61]1)[N:55]=[CH:54][C:53]([C:65]#[N:66])=[C:52]2[NH:67][C:68]1[CH:73]=[CH:72][C:71]([O:74][CH2:75][C:76]2[CH:81]=[CH:80][CH:79]=[CH:78][N:77]=2)=[C:70]([Cl:82])[CH:69]=1, predict the reaction product. The product is: [Cl:82][C:70]1[CH:69]=[C:68]([NH:67][C:52]2[C:51]3[C:56](=[CH:57][C:58]([O:59][CH:60]4[CH2:64][CH2:63][O:62][CH2:61]4)=[C:49]([NH:48][C:15](=[O:17])[CH:14]=[C:11]4[CH2:10][CH2:9][N:8]([C:6]([O:5][C:1]([CH3:2])([CH3:3])[CH3:4])=[O:7])[CH2:13][CH2:12]4)[CH:50]=3)[N:55]=[CH:54][C:53]=2[C:65]#[N:66])[CH:73]=[CH:72][C:71]=1[O:74][CH2:75][C:76]1[CH:81]=[CH:80][CH:79]=[CH:78][N:77]=1. (9) Given the reactants [CH3:1][O:2][C:3]1[CH:8]=[CH:7][C:6]([CH:9]=[CH:10][N+:11]([O-])=O)=[CH:5][C:4]=1[O:14][CH3:15].[Li+].[BH4-].Cl[Si](C)(C)C, predict the reaction product. The product is: [CH3:15][O:14][C:4]1[CH:5]=[C:6]([CH2:9][CH2:10][NH2:11])[CH:7]=[CH:8][C:3]=1[O:2][CH3:1].